From a dataset of Peptide-MHC class I binding affinity with 185,985 pairs from IEDB/IMGT. Regression. Given a peptide amino acid sequence and an MHC pseudo amino acid sequence, predict their binding affinity value. This is MHC class I binding data. (1) The peptide sequence is EVREFLGSY. The MHC is HLA-A03:01 with pseudo-sequence HLA-A03:01. The binding affinity (normalized) is 0.0847. (2) The binding affinity (normalized) is 0. The peptide sequence is VFEFAFKDLF. The MHC is H-2-Kd with pseudo-sequence H-2-Kd. (3) The peptide sequence is EQLGVPLHL. The MHC is HLA-B48:01 with pseudo-sequence HLA-B48:01. The binding affinity (normalized) is 0.428.